This data is from Full USPTO retrosynthesis dataset with 1.9M reactions from patents (1976-2016). The task is: Predict the reactants needed to synthesize the given product. (1) Given the product [Cl:1][C:2]1[C:3]2[N:4]([C:8]([C:14]3[CH:19]=[CH:18][CH:17]=[C:16]([O:20][C:26]4[CH:27]=[CH:22][CH:23]=[C:24]([S:28]([CH2:31][CH3:32])(=[O:29])=[O:30])[CH:25]=4)[CH:15]=3)=[C:9]([CH:11]([CH3:13])[CH3:12])[N:10]=2)[CH:5]=[CH:6][CH:7]=1, predict the reactants needed to synthesize it. The reactants are: [Cl:1][C:2]1[C:3]2[N:4]([C:8]([C:14]3[CH:15]=[C:16]([OH:20])[CH:17]=[CH:18][CH:19]=3)=[C:9]([CH:11]([CH3:13])[CH3:12])[N:10]=2)[CH:5]=[CH:6][CH:7]=1.Br[C:22]1[CH:27]=[CH:26][CH:25]=[C:24]([S:28]([CH2:31][CH3:32])(=[O:30])=[O:29])[CH:23]=1. (2) Given the product [Br:1][C:2]1[CH:7]=[CH:6][C:5]([C:8]2([C:11]([Cl:17])=[O:12])[CH2:10][CH2:9]2)=[C:4]([F:14])[CH:3]=1, predict the reactants needed to synthesize it. The reactants are: [Br:1][C:2]1[CH:7]=[CH:6][C:5]([C:8]2([C:11](O)=[O:12])[CH2:10][CH2:9]2)=[C:4]([F:14])[CH:3]=1.S(Cl)([Cl:17])=O. (3) Given the product [CH3:1][O:2][C:3]([C:4]1[N:20]=[C:19]([CH:16]2[CH2:18][CH2:17]2)[S:21][C:5]=1[C:6]1[CH:11]=[CH:10][CH:9]=[CH:8][C:7]=1[F:12])=[O:15], predict the reactants needed to synthesize it. The reactants are: [CH3:1][O:2][C:3](=[O:15])[C:4](=O)[CH:5](Cl)[C:6]1[CH:11]=[CH:10][CH:9]=[CH:8][C:7]=1[F:12].[CH:16]1([C:19](=[S:21])[NH2:20])[CH2:18][CH2:17]1. (4) The reactants are: [CH2:1]([C:3]1[CH:8]=[CH:7][C:6]([NH:9][C:10]2[C:21]([F:22])=[C:20]([F:23])[CH:19]=[CH:18][C:11]=2[C:12](N(OC)C)=[O:13])=[C:5]([F:24])[CH:4]=1)[CH3:2].[CH2:25]([Mg]Cl)[CH2:26][CH:27]=[CH2:28].O. Given the product [CH2:1]([C:3]1[CH:8]=[CH:7][C:6]([NH:9][C:10]2[C:21]([F:22])=[C:20]([F:23])[CH:19]=[CH:18][C:11]=2[C:12](=[O:13])[CH2:28][CH2:27][CH:26]=[CH2:25])=[C:5]([F:24])[CH:4]=1)[CH3:2], predict the reactants needed to synthesize it. (5) Given the product [CH3:1][O:2][C:3]1[CH:4]=[CH:5][C:6]([CH2:7][N:8]2[C:12]3[N:13]=[CH:14][C:15]4[CH2:16][CH:17]([NH:21][C:24](=[O:25])[O:26][C:27]([CH3:30])([CH3:29])[CH3:28])[CH2:18][CH2:19][C:20]=4[C:11]=3[CH:10]=[N:9]2)=[CH:22][CH:23]=1, predict the reactants needed to synthesize it. The reactants are: [CH3:1][O:2][C:3]1[CH:23]=[CH:22][C:6]([CH2:7][N:8]2[C:12]3[N:13]=[CH:14][C:15]4[CH2:16][CH:17]([NH2:21])[CH2:18][CH2:19][C:20]=4[C:11]=3[CH:10]=[N:9]2)=[CH:5][CH:4]=1.[C:24](O[C:24]([O:26][C:27]([CH3:30])([CH3:29])[CH3:28])=[O:25])([O:26][C:27]([CH3:30])([CH3:29])[CH3:28])=[O:25]. (6) Given the product [Br:1][C:2]1[CH:3]=[C:4]([NH:11][S:19]([C:16]2[CH:17]=[CH:18][C:13]([OH:12])=[C:14]([CH3:23])[CH:15]=2)(=[O:21])=[O:20])[C:5]([O:8][CH2:9][CH3:10])=[N:6][CH:7]=1, predict the reactants needed to synthesize it. The reactants are: [Br:1][C:2]1[CH:3]=[C:4]([NH2:11])[C:5]([O:8][CH2:9][CH3:10])=[N:6][CH:7]=1.[OH:12][C:13]1[CH:18]=[CH:17][C:16]([S:19](Cl)(=[O:21])=[O:20])=[CH:15][C:14]=1[CH3:23]. (7) Given the product [CH3:19][CH:20]1[CH2:28][C:27]2[C:22](=[CH:23][CH:24]=[CH:25][CH:26]=2)[N:21]1[C:15](=[O:17])[CH2:14][C:9]1[NH:10][C:11](=[O:13])[CH:12]=[C:7]([N:1]2[CH2:2][CH2:3][O:4][CH2:5][CH2:6]2)[N:8]=1, predict the reactants needed to synthesize it. The reactants are: [N:1]1([C:7]2[N:8]=[C:9]([CH2:14][C:15]([O-:17])=O)[NH:10][C:11](=[O:13])[CH:12]=2)[CH2:6][CH2:5][O:4][CH2:3][CH2:2]1.[Na+].[CH3:19][CH:20]1[CH2:28][C:27]2[C:22](=[CH:23][CH:24]=[CH:25][CH:26]=2)[NH:21]1.Cl.CN(C)CCCN=C=NCC. (8) Given the product [S:1]1[C:5]2[CH:6]=[CH:7][CH:8]=[CH:9][C:4]=2[C:3]([N:10]2[CH2:15][CH2:14][N:13]([CH2:16][CH2:17][C:18]3[CH:23]=[CH:22][CH:21]=[CH:20][C:19]=3[CH:34]([CH2:33][Cl:32])[C:35]([NH2:27])=[O:36])[CH2:12][CH2:11]2)=[N:2]1, predict the reactants needed to synthesize it. The reactants are: [S:1]1[C:5]2[CH:6]=[CH:7][CH:8]=[CH:9][C:4]=2[C:3]([N:10]2[CH2:15][CH2:14][N:13]([CH2:16][CH2:17][C:18]3[CH:23]=[CH:22][CH:21]=[CH:20][C:19]=3N)[CH2:12][CH2:11]2)=[N:2]1.C([N:27](CC)CC)C.[Cl:32][CH2:33][CH2:34][C:35](Cl)=[O:36]. (9) Given the product [CH2:33]([S:35]([N:16]1[CH2:15][CH2:14][N:13]([C:6]2[C:5]([CH3:19])=[C:4]([NH:20][C:21]3[CH:22]=[N:23][CH:24]=[C:25]([N:27]4[CH2:32][CH2:31][O:30][CH2:29][CH2:28]4)[CH:26]=3)[C:3]3[C:8](=[CH:9][C:10]([F:12])=[CH:11][C:2]=3[F:1])[N:7]=2)[CH2:18][CH2:17]1)(=[O:37])=[O:36])[CH3:34], predict the reactants needed to synthesize it. The reactants are: [F:1][C:2]1[CH:11]=[C:10]([F:12])[CH:9]=[C:8]2[C:3]=1[C:4]([NH:20][C:21]1[CH:22]=[N:23][CH:24]=[C:25]([N:27]3[CH2:32][CH2:31][O:30][CH2:29][CH2:28]3)[CH:26]=1)=[C:5]([CH3:19])[C:6]([N:13]1[CH2:18][CH2:17][NH:16][CH2:15][CH2:14]1)=[N:7]2.[CH2:33]([S:35](Cl)(=[O:37])=[O:36])[CH3:34].